From a dataset of Catalyst prediction with 721,799 reactions and 888 catalyst types from USPTO. Predict which catalyst facilitates the given reaction. (1) Reactant: COC1C=CC(C[N:8]2[CH:12]=[C:11]([C:13]3[N:14]=[C:15]([NH:19][C:20]4[N:25]=[C:24]([C:26]#[N:27])[CH:23]=[CH:22][CH:21]=4)[S:16][C:17]=3[CH3:18])[CH:10]=[N:9]2)=CC=1.C(Cl)Cl.CO. Product: [CH3:18][C:17]1[S:16][C:15]([NH:19][C:20]2[N:25]=[C:24]([C:26]#[N:27])[CH:23]=[CH:22][CH:21]=2)=[N:14][C:13]=1[C:11]1[CH:12]=[N:8][NH:9][CH:10]=1. The catalyst class is: 67. (2) Reactant: [F:1][C:2]([C:5]1[CH:10]=[CH:9][C:8]([CH:11]2[CH2:16][N:15]([C:17]([N:19]3[CH2:24][CH2:23][S:22][CH2:21][CH2:20]3)=[O:18])[CH2:14][CH:13]([C:25](O)=[O:26])[CH2:12]2)=[CH:7][CH:6]=1)([F:4])[CH3:3].CN(C(ON1N=NC2C=CC=NC1=2)=[N+](C)C)C.F[P-](F)(F)(F)(F)F.C(N(CC)C(C)C)(C)C.O[NH:62][C:63](=[NH:67])[O:64][CH2:65][CH3:66]. Product: [F:1][C:2]([C:5]1[CH:10]=[CH:9][C:8]([CH:11]2[CH2:12][CH:13]([C:25]3[O:26][N:67]=[C:63]([O:64][CH2:65][CH3:66])[N:62]=3)[CH2:14][N:15]([C:17]([N:19]3[CH2:24][CH2:23][S:22][CH2:21][CH2:20]3)=[O:18])[CH2:16]2)=[CH:7][CH:6]=1)([F:4])[CH3:3]. The catalyst class is: 9. (3) Reactant: [C:1]([O:9][C:10]1[CH:15]=[CH:14][CH:13]=[C:12]([N+:16]([O-])=O)[CH:11]=1)(=[O:8])[C:2]1[CH:7]=[CH:6][CH:5]=[CH:4][CH:3]=1.O.O.[Sn](Cl)Cl.C(=O)([O-])[O-].[Na+].[Na+]. Product: [C:1]([O:9][C:10]1[CH:15]=[CH:14][CH:13]=[C:12]([NH2:16])[CH:11]=1)(=[O:8])[C:2]1[CH:3]=[CH:4][CH:5]=[CH:6][CH:7]=1. The catalyst class is: 8.